Dataset: Choline transporter screen with 302,306 compounds. Task: Binary Classification. Given a drug SMILES string, predict its activity (active/inactive) in a high-throughput screening assay against a specified biological target. (1) The drug is OC(=O)CCCC\C=C/C\C=C/C\C=C/CCCCC. The result is 0 (inactive). (2) The drug is FC(F)(F)c1cc(NC(=O)CN2CCN(CC2)CC)c(OCCOC)cc1. The result is 0 (inactive).